Dataset: Full USPTO retrosynthesis dataset with 1.9M reactions from patents (1976-2016). Task: Predict the reactants needed to synthesize the given product. Given the product [CH2:13]([NH:12][C:11](=[O:20])[C@@H:9]([OH:10])[CH:8]([NH:7][C:6](=[O:28])[C@@H:46]([NH:50][C:51](=[O:64])[C@@H:52]([NH:54][C:55](=[O:63])[CH2:56][N:57]1[CH2:62][CH2:61][O:60][CH2:59][CH2:58]1)[CH3:53])[CH2:45][C:38]1[C:39]2[C:44](=[CH:43][CH:42]=[CH:41][CH:40]=2)[NH:36][CH:37]=1)[CH2:21][C:22]1[CH:23]=[CH:24][CH:25]=[CH:26][CH:27]=1)[C:14]1[CH:15]=[CH:16][CH:17]=[CH:18][CH:19]=1, predict the reactants needed to synthesize it. The reactants are: C(O[C:6](=[O:28])[NH:7][C@@H:8]([CH2:21][C:22]1[CH:27]=[CH:26][CH:25]=[CH:24][CH:23]=1)[CH:9]([C:11](=[O:20])[NH:12][CH2:13][C:14]1[CH:19]=[CH:18][CH:17]=[CH:16][CH:15]=1)[OH:10])(C)(C)C.FC(F)(F)C(O)=O.[NH:36]1[C:44]2[C:39](=[CH:40][CH:41]=[CH:42][CH:43]=2)[C:38]([CH2:45][C@H:46]([NH:50][C:51](=[O:64])[C@@H:52]([NH:54][C:55](=[O:63])[CH2:56][N:57]2[CH2:62][CH2:61][O:60][CH2:59][CH2:58]2)[CH3:53])C(O)=O)=[CH:37]1.C(N(CC)C(C)C)(C)C.CN(C(ON1N=NC2C=CC=NC1=2)=[N+](C)C)C.F[P-](F)(F)(F)(F)F.